The task is: Predict which catalyst facilitates the given reaction.. This data is from Catalyst prediction with 721,799 reactions and 888 catalyst types from USPTO. (1) Reactant: [F:1][C:2]1[CH:27]=[CH:26][CH:25]=[C:24]([F:28])[C:3]=1[CH2:4][O:5][C:6]1[C:7]2[N:8]([C:12]([C:16]([NH:18][CH:19]([CH2:22][OH:23])[CH2:20][OH:21])=[O:17])=[C:13]([CH3:15])[N:14]=2)[CH:9]=[CH:10][CH:11]=1.[H-].[Na+].I[CH2:32][CH3:33].CO. Product: [F:1][C:2]1[CH:27]=[CH:26][CH:25]=[C:24]([F:28])[C:3]=1[CH2:4][O:5][C:6]1[C:7]2[N:8]([C:12]([C:16]([NH:18][CH:19]([CH2:22][OH:23])[CH2:20][O:21][CH2:32][CH3:33])=[O:17])=[C:13]([CH3:15])[N:14]=2)[CH:9]=[CH:10][CH:11]=1. The catalyst class is: 18. (2) Reactant: [Si]([O:8][CH2:9][C:10]1[CH:15]=[CH:14][C:13]([C-:16]2[CH:20]=[C:19]([C:21]3[CH:26]=[CH:25][C:24]([CH2:27][O:28][Si](C(C)(C)C)(C)C)=[CH:23][CH:22]=3)[C:18]([C:36]3[CH:41]=[CH:40][CH:39]=[CH:38][CH:37]=3)=[C:17]2[C:42]2[CH:47]=[CH:46][CH:45]=[CH:44][CH:43]=2)=[CH:12][CH:11]=1)(C(C)(C)C)(C)C.[C-:48]1([C:80]2[CH:85]=[CH:84][C:83]([CH2:86][O:87][Si](C(C)(C)C)(C)C)=[CH:82][CH:81]=2)[CH:52]=[C:51]([C:53]2[CH:58]=[CH:57][C:56]([CH2:59][O:60][Si](C(C)(C)C)(C)C)=[CH:55][CH:54]=2)[C:50]([C:68]2[CH:73]=[CH:72][CH:71]=[CH:70][CH:69]=2)=[C:49]1[C:74]1[CH:79]=[CH:78][CH:77]=[CH:76][CH:75]=1.[Fe+2:95].[N+](CCCC)(CCCC)(CCCC)CCCC.[F-]. Product: [OH:8][CH2:9][C:10]1[CH:11]=[CH:12][C:13]([C-:16]2[CH:20]=[C:19]([C:21]3[CH:26]=[CH:25][C:24]([CH2:27][OH:28])=[CH:23][CH:22]=3)[C:18]([C:36]3[CH:41]=[CH:40][CH:39]=[CH:38][CH:37]=3)=[C:17]2[C:42]2[CH:47]=[CH:46][CH:45]=[CH:44][CH:43]=2)=[CH:14][CH:15]=1.[C-:51]1([C:53]2[CH:54]=[CH:55][C:56]([CH2:59][OH:60])=[CH:57][CH:58]=2)[CH:52]=[C:48]([C:80]2[CH:81]=[CH:82][C:83]([CH2:86][OH:87])=[CH:84][CH:85]=2)[C:49]([C:74]2[CH:79]=[CH:78][CH:77]=[CH:76][CH:75]=2)=[C:50]1[C:68]1[CH:73]=[CH:72][CH:71]=[CH:70][CH:69]=1.[Fe+2:95]. The catalyst class is: 266. (3) Reactant: [NH2:1][C:2]([C:4]1[CH:9]=[C:8]([CH3:10])[CH:7]=[CH:6][C:5]=1[NH:11][C:12](=O)[C:13]([O:15][CH2:16][CH3:17])=[O:14])=[O:3].CC[O-].[Na+].Cl. Product: [CH3:10][C:8]1[CH:9]=[C:4]2[C:5](=[CH:6][CH:7]=1)[N:11]=[C:12]([C:13]([O:15][CH2:16][CH3:17])=[O:14])[NH:1][C:2]2=[O:3]. The catalyst class is: 8. (4) Reactant: Cl[C:2]1[C:11]2[C:6](=[CH:7][C:8]([N+:12]([O-:14])=[O:13])=[CH:9][CH:10]=2)[N:5]=[CH:4][N:3]=1.[C:15]([C:17]1[CH:18]=[C:19]([NH2:23])[CH:20]=[CH:21][CH:22]=1)#[CH:16]. Product: [C:15]([C:17]1[CH:18]=[C:19]([NH:23][C:2]2[C:11]3[C:6](=[CH:7][C:8]([N+:12]([O-:14])=[O:13])=[CH:9][CH:10]=3)[N:5]=[CH:4][N:3]=2)[CH:20]=[CH:21][CH:22]=1)#[CH:16]. The catalyst class is: 32. (5) Reactant: [Cl:1][C:2]1[N:7]=[C:6]([NH:8][C:9](=[O:15])[O:10][C:11]([CH3:14])([CH3:13])[CH3:12])[CH:5]=[CH:4][CH:3]=1.CN(C)CCN(C)C.C([Li])CCC.CN([CH:32]=[O:33])C.Cl. Product: [Cl:1][C:2]1[N:7]=[C:6]([NH:8][C:9](=[O:15])[O:10][C:11]([CH3:12])([CH3:14])[CH3:13])[C:5]([CH:32]=[O:33])=[CH:4][CH:3]=1. The catalyst class is: 476. (6) Reactant: [F:1][C:2]1([F:20])[CH2:5][N:4]([C:6]2[CH:7]=[CH:8][C:9]([C:16]([O:18]C)=[O:17])=[N:10][C:11]=2[O:12][CH2:13][CH2:14][F:15])[CH2:3]1.O.[OH-].[Li+]. Product: [F:20][C:2]1([F:1])[CH2:5][N:4]([C:6]2[CH:7]=[CH:8][C:9]([C:16]([OH:18])=[O:17])=[N:10][C:11]=2[O:12][CH2:13][CH2:14][F:15])[CH2:3]1. The catalyst class is: 30. (7) Reactant: [N:1]1[CH:6]=[CH:5][CH:4]=[CH:3][C:2]=1[NH:7][CH2:8][CH2:9][CH2:10][O:11][C:12]1[CH:13]=[C:14]2[C:18](=[CH:19][CH:20]=1)[NH:17][C:16]([CH2:21][CH:22]([CH2:27][CH2:28][CH3:29])[C:23]([O:25]C)=[O:24])=[CH:15]2.[OH-].[Na+]. Product: [N:1]1[CH:6]=[CH:5][CH:4]=[CH:3][C:2]=1[NH:7][CH2:8][CH2:9][CH2:10][O:11][C:12]1[CH:13]=[C:14]2[C:18](=[CH:19][CH:20]=1)[NH:17][C:16]([CH2:21][CH:22]([CH2:27][CH2:28][CH3:29])[C:23]([OH:25])=[O:24])=[CH:15]2. The catalyst class is: 24.